From a dataset of Full USPTO retrosynthesis dataset with 1.9M reactions from patents (1976-2016). Predict the reactants needed to synthesize the given product. (1) The reactants are: FC(F)(F)[C:3]([C:5]1[C:13]2[C:8](=[C:9]([CH3:15])[CH:10]=[CH:11][C:12]=2[F:14])[NH:7][CH:6]=1)=[O:4].[OH2:18]. Given the product [F:14][C:12]1[CH:11]=[CH:10][C:9]([CH3:15])=[C:8]2[C:13]=1[C:5]([C:3]([OH:4])=[O:18])=[CH:6][NH:7]2, predict the reactants needed to synthesize it. (2) Given the product [F:11][C:12]([F:23])([F:22])[C:13]1[CH:18]=[CH:17][C:16]([C:6]2[CH:7]=[CH:8][CH:9]=[C:4]([C:2](=[O:3])[CH3:1])[CH:5]=2)=[CH:15][CH:14]=1, predict the reactants needed to synthesize it. The reactants are: [CH3:1][C:2]([C:4]1[CH:9]=[CH:8][CH:7]=[C:6](Br)[CH:5]=1)=[O:3].[F:11][C:12]([F:23])([F:22])[C:13]1[CH:18]=[CH:17][C:16](B(O)O)=[CH:15][CH:14]=1.C([O-])([O-])=O.[Na+].[Na+]. (3) Given the product [Br:1][C:2]1[C:8]([F:9])=[CH:7][C:5]([NH2:6])=[C:4]([C:12]#[C:11][Si:13]([CH3:16])([CH3:15])[CH3:14])[CH:3]=1, predict the reactants needed to synthesize it. The reactants are: [Br:1][C:2]1[C:8]([F:9])=[CH:7][C:5]([NH2:6])=[C:4](I)[CH:3]=1.[C:11]([Si:13]([CH3:16])([CH3:15])[CH3:14])#[CH:12].